Task: Regression/Classification. Given a drug SMILES string, predict its absorption, distribution, metabolism, or excretion properties. Task type varies by dataset: regression for continuous measurements (e.g., permeability, clearance, half-life) or binary classification for categorical outcomes (e.g., BBB penetration, CYP inhibition). Dataset: hlm.. Dataset: Human liver microsome stability data (1) The drug is O=S(=O)(c1cccc(F)c1)c1ccc2c3c(oc2c1)C1(CCCOC1)NCC3. The result is 1 (stable in human liver microsomes). (2) The drug is CS(=O)(=O)Nc1ccc2c(c1)S(=O)(=O)NC(c1c(O)c(-c3cccs3)nn(Cc3ccc(F)cc3)c1=O)=N2. The result is 0 (unstable in human liver microsomes). (3) The compound is N[C@@H](Cc1ccc(F)cc1)c1nc(O)c2cc(-c3cn[nH]c3)ccc2n1. The result is 0 (unstable in human liver microsomes). (4) The result is 0 (unstable in human liver microsomes). The drug is COc1ccc2[nH]c(C(=O)N3CC(=O)N(Cc4cccc(OC(F)(F)F)c4)[C@@H](Cc4ccccc4)C3)cc2c1. (5) The molecule is CCn1c(=O)cc(N2CCC[C@@H](N)C2)n(Cc2ccccc2C#N)c1=O. The result is 0 (unstable in human liver microsomes). (6) The drug is CN=S(C)(=O)c1ccc(C(=O)Nc2ccc(C)c(Nc3nccc(-c4cccnc4)n3)c2)cc1. The result is 1 (stable in human liver microsomes). (7) The compound is CC(C)S(=O)(=O)CCCn1c(Cn2c(=O)n(C3CC3)c3ccncc32)nc2ccccc21. The result is 1 (stable in human liver microsomes). (8) The molecule is O=C(c1ccc2c(c1)CC(c1nc(O)c3cc(-c4cn[nH]c4)ccc3n1)CO2)C1CC1. The result is 0 (unstable in human liver microsomes). (9) The drug is CC(C)(C)NC(=O)c1ccc(C(F)(F)F)cc1. The result is 0 (unstable in human liver microsomes). (10) The compound is CC(C#N)C(=O)N1CCC(C)C(N(C)c2ncnc3[nH]ccc23)C1. The result is 0 (unstable in human liver microsomes).